Dataset: Reaction yield outcomes from USPTO patents with 853,638 reactions. Task: Predict the reaction yield, written as a fraction of the theoretical maximum amount of product (1.0 means a 100% yield; for example, 0.34 means a 34% yield). (1) The reactants are [F:1][C:2]1[CH:9]=[C:8]([O:10][CH2:11][CH2:12][O:13][CH3:14])[C:7]([O:15][CH3:16])=[CH:6][C:3]=1[CH:4]=[O:5].[OH-].[K+].[O-:19][Mn](=O)(=O)=O.[K+]. The catalyst is O1CCOCC1. The product is [F:1][C:2]1[CH:9]=[C:8]([O:10][CH2:11][CH2:12][O:13][CH3:14])[C:7]([O:15][CH3:16])=[CH:6][C:3]=1[C:4]([OH:19])=[O:5]. The yield is 0.780. (2) The reactants are C([O:3][C:4]([C:6]1[CH:7]=[N:8][N:9]([C:11]2[N:15](COCCOC)[C:14]3[CH:22]=[C:23]([O:32][C:33]([F:36])([F:35])[F:34])[C:24]([N:26]4[CH2:31][CH2:30][CH2:29][CH2:28][CH2:27]4)=[CH:25][C:13]=3[N:12]=2)[CH:10]=1)=[O:5])C.Cl. The catalyst is C(O)(=O)C. The product is [N:26]1([C:24]2[C:23]([O:32][C:33]([F:34])([F:36])[F:35])=[CH:22][C:14]3[NH:15][C:11]([N:9]4[CH:10]=[C:6]([C:4]([OH:5])=[O:3])[CH:7]=[N:8]4)=[N:12][C:13]=3[CH:25]=2)[CH2:27][CH2:28][CH2:29][CH2:30][CH2:31]1. The yield is 0.260. (3) The reactants are [OH:1][C:2]1[CH:3]=[C:4]2[C:9](=[CH:10][CH:11]=1)[N:8]=[C:7]([C:12]1[CH:28]=[CH:27][C:15]([C:16]([NH:18][NH:19]C(OC(C)(C)C)=O)=[O:17])=[CH:14][CH:13]=1)[CH:6]=[CH:5]2. The catalyst is Cl.CO. The product is [OH:1][C:2]1[CH:3]=[C:4]2[C:9](=[CH:10][CH:11]=1)[N:8]=[C:7]([C:12]1[CH:13]=[CH:14][C:15]([C:16]([NH:18][NH2:19])=[O:17])=[CH:27][CH:28]=1)[CH:6]=[CH:5]2. The yield is 0.680. (4) The reactants are FC(F)(F)S(O[C:7]1[CH:12]=[CH:11][C:10]([CH:13]2[CH2:18][CH2:17][CH2:16][CH:15]([CH2:19][C:20]([O:22][CH2:23][CH3:24])=[O:21])[CH2:14]2)=[CH:9][CH:8]=1)(=O)=O.C(=O)([O-])[O-].[Cs+].[Cs+].C1C=CC(P(C2C(C3C(P(C4C=CC=CC=4)C4C=CC=CC=4)=CC=C4C=3C=CC=C4)=C3C(C=CC=C3)=CC=2)C2C=CC=CC=2)=CC=1.[C:79](=[NH:92])([C:86]1[CH:91]=[CH:90][CH:89]=[CH:88][CH:87]=1)[C:80]1[CH:85]=[CH:84][CH:83]=[CH:82][CH:81]=1. The catalyst is C1COCC1.C([O-])(=O)C.[Pd+2].C([O-])(=O)C. The product is [C:80]1([C:79](=[N:92][C:7]2[CH:12]=[CH:11][C:10]([CH:13]3[CH2:18][CH2:17][CH2:16][CH:15]([CH2:19][C:20]([O:22][CH2:23][CH3:24])=[O:21])[CH2:14]3)=[CH:9][CH:8]=2)[C:86]2[CH:87]=[CH:88][CH:89]=[CH:90][CH:91]=2)[CH:85]=[CH:84][CH:83]=[CH:82][CH:81]=1. The yield is 0.380. (5) The reactants are [Cl:1][C:2]1[C:3]([F:34])=[C:4]([CH:31]=[CH:32][CH:33]=1)[CH2:5][C:6]1[C:7]([F:30])=[N:8][C:9](F)=[C:10]([CH:28]=1)[C:11]([C:13](=[CH:19][NH:20][C@@H:21]([C:24]([CH3:27])([CH3:26])[CH3:25])[CH2:22][OH:23])[C:14]([O:16][CH2:17][CH3:18])=[O:15])=[O:12].C(=O)([O-])[O-].[K+].[K+]. The catalyst is CN(C=O)C. The product is [CH2:17]([O:16][C:14]([C:13]1[C:11](=[O:12])[C:10]2[C:9](=[N:8][C:7]([F:30])=[C:6]([CH2:5][C:4]3[CH:31]=[CH:32][CH:33]=[C:2]([Cl:1])[C:3]=3[F:34])[CH:28]=2)[N:20]([C@H:21]([CH2:22][OH:23])[C:24]([CH3:25])([CH3:26])[CH3:27])[CH:19]=1)=[O:15])[CH3:18]. The yield is 1.00. (6) The reactants are [NH:1]1[CH2:6][CH2:5][CH:4]([C:7]2[CH:8]=[C:9]([CH:15]=[CH:16][CH:17]=2)[C:10]([O:12][CH2:13][CH3:14])=[O:11])[CH2:3][CH2:2]1.Cl[C:19]1[CH:20]=[CH:21][C:22]2[N:23]([C:25]([C:28]([F:31])([F:30])[F:29])=[N:26][N:27]=2)[N:24]=1.CCN(C(C)C)C(C)C. The catalyst is CC(N(C)C)=O. The product is [F:30][C:28]([F:29])([F:31])[C:25]1[N:23]2[N:24]=[C:19]([N:1]3[CH2:6][CH2:5][CH:4]([C:7]4[CH:8]=[C:9]([CH:15]=[CH:16][CH:17]=4)[C:10]([O:12][CH2:13][CH3:14])=[O:11])[CH2:3][CH2:2]3)[CH:20]=[CH:21][C:22]2=[N:27][N:26]=1. The yield is 0.427. (7) The reactants are [Cl:1][C:2]1[C:10]2[N:9]=[C:8]3[N:11]([C:15]4[C:16]([CH3:23])=[N:17][C:18]([O:21][CH3:22])=[CH:19][CH:20]=4)[CH2:12][CH2:13][CH2:14][N:7]3[C:6]=2[C:5]([CH:24]([OH:29])[C:25]([F:28])([F:27])[F:26])=[CH:4][CH:3]=1.[H-].[Na+].[CH2:32](I)[CH3:33]. The catalyst is CN(C)C=O. The product is [Cl:1][C:2]1[C:10]2[N:9]=[C:8]3[N:11]([C:15]4[C:16]([CH3:23])=[N:17][C:18]([O:21][CH3:22])=[CH:19][CH:20]=4)[CH2:12][CH2:13][CH2:14][N:7]3[C:6]=2[C:5]([CH:24]([O:29][CH2:32][CH3:33])[C:25]([F:26])([F:28])[F:27])=[CH:4][CH:3]=1. The yield is 0.760. (8) The reactants are [Br:1][C:2]1[CH:7]=[CH:6][C:5]([N:8]2[C:17](=[O:18])[C:16]3[C:11](=[CH:12][CH:13]=[CH:14][CH:15]=3)[N:10]=[C:9]2[C:19]2[CH:24]=[CH:23][C:22]([N+]([O-])=O)=[C:21](/[CH:28]=[CH:29]/[N:30](C)C)[CH:20]=2)=[CH:4][CH:3]=1.[OH-].[Na+]. The catalyst is CC(O)=O.[Zn]. The product is [Br:1][C:2]1[CH:3]=[CH:4][C:5]([N:8]2[C:17](=[O:18])[C:16]3[C:11](=[CH:12][CH:13]=[CH:14][CH:15]=3)[N:10]=[C:9]2[C:19]2[CH:20]=[C:21]3[C:22](=[CH:23][CH:24]=2)[NH:30][CH:29]=[CH:28]3)=[CH:6][CH:7]=1. The yield is 0.180. (9) The reactants are [F:1][C:2]([F:36])([F:35])[C:3]1[CH:4]=[C:5]([C:13]([CH3:34])([CH3:33])[C:14]([N:16]([C:18]2[CH:19]=[N:20][C:21](Cl)=[CH:22][C:23]=2[C:24]2[CH:29]=[CH:28][C:27]([F:30])=[CH:26][C:25]=2[CH3:31])[CH3:17])=[O:15])[CH:6]=[C:7]([C:9]([F:12])([F:11])[F:10])[CH:8]=1.Cl.[CH:38]12[O:45][CH:42]([CH2:43][CH2:44]1)[CH2:41][NH:40][CH2:39]2.C(=O)([O-])[O-].[K+].[K+]. The catalyst is CS(C)=O.O. The product is [F:1][C:2]([F:36])([F:35])[C:3]1[CH:4]=[C:5]([C:13]([CH3:34])([CH3:33])[C:14]([N:16]([C:18]2[CH:19]=[N:20][C:21]([N:40]3[CH2:39][C@@H:38]4[O:45][C@@H:42]([CH2:43][CH2:44]4)[CH2:41]3)=[CH:22][C:23]=2[C:24]2[CH:29]=[CH:28][C:27]([F:30])=[CH:26][C:25]=2[CH3:31])[CH3:17])=[O:15])[CH:6]=[C:7]([C:9]([F:12])([F:11])[F:10])[CH:8]=1. The yield is 0.180. (10) The reactants are C(OC([N:8]1[CH2:13][CH2:12][CH:11]([C:14]2[CH:36]=[CH:35][C:17]3[C:18]4[N:22]([CH2:23][CH2:24][O:25][C:16]=3[CH:15]=2)[CH:21]=[C:20]([C:26]2[N:27]([CH:32]([CH3:34])[CH3:33])[N:28]=[C:29]([CH3:31])[N:30]=2)[N:19]=4)[CH2:10][CH2:9]1)=O)(C)(C)C.[ClH:37]. The catalyst is O1CCOCC1.CO. The yield is 0.430. The product is [ClH:37].[CH:32]([N:27]1[C:26]([C:20]2[N:19]=[C:18]3[N:22]([CH2:23][CH2:24][O:25][C:16]4[CH:15]=[C:14]([CH:11]5[CH2:12][CH2:13][NH:8][CH2:9][CH2:10]5)[CH:36]=[CH:35][C:17]=43)[CH:21]=2)=[N:30][C:29]([CH3:31])=[N:28]1)([CH3:34])[CH3:33].